Dataset: Reaction yield outcomes from USPTO patents with 853,638 reactions. Task: Predict the reaction yield, written as a fraction of the theoretical maximum amount of product (1.0 means a 100% yield; for example, 0.34 means a 34% yield). (1) The reactants are [OH:1][CH2:2][C:3]1[C-:4]([N:8]([CH3:10])[CH3:9])[CH:5]=[CH:6][CH:7]=1.[CH-:11]1[CH:15]=[CH:14][CH:13]=[CH:12]1.[Fe+2:16].CCN(CC)CC.[CH3:24][C:25](OC(C)=O)=[O:26]. The catalyst is CN(C1C=CN=CC=1)C.C1COCC1.CCOCC. The product is [C:25]([O:1][CH2:2][C:3]1[C-:4]([N:8]([CH3:10])[CH3:9])[CH:5]=[CH:6][CH:7]=1)(=[O:26])[CH3:24].[CH-:11]1[CH:15]=[CH:14][CH:13]=[CH:12]1.[Fe+2:16]. The yield is 0.880. (2) The reactants are [NH2:1][C:2]1[C:11]2[C:6](=[C:7](Br)[CH:8]=[CH:9][CH:10]=2)[N:5]=[N:4][C:3]=1[C:13]([NH:15][CH2:16][CH2:17][CH3:18])=[O:14].[Cl:19][C:20]1[CH:21]=[C:22](B(O)O)[CH:23]=[C:24]([Cl:26])[CH:25]=1. No catalyst specified. The product is [NH2:1][C:2]1[C:11]2[C:6](=[C:7]([C:22]3[CH:21]=[C:20]([Cl:19])[CH:25]=[C:24]([Cl:26])[CH:23]=3)[CH:8]=[CH:9][CH:10]=2)[N:5]=[N:4][C:3]=1[C:13]([NH:15][CH2:16][CH2:17][CH3:18])=[O:14]. The yield is 0.525. (3) The reactants are [CH:1]1([C:7](=O)[CH2:8][N:9]2[C:14](=[O:15])[C:13]([CH2:16][C:17]3[CH:22]=[CH:21][C:20]([C:23]4[CH:28]=[CH:27][CH:26]=[CH:25][C:24]=4[C:29]4[NH:33][C:32](=[O:34])[O:31][N:30]=4)=[CH:19][CH:18]=3)=[C:12]([CH2:35][CH2:36][CH3:37])[N:11]3[N:38]=[C:39]([CH3:41])[N:40]=[C:10]23)[CH2:6][CH2:5][CH2:4][CH2:3][CH2:2]1.Cl.[NH2:44][O:45][CH3:46].N1C=CC=CC=1.Cl. The catalyst is O.C(OCC)(=O)C. The product is [CH:1]1(/[C:7](=[N:44]/[O:45][CH3:46])/[CH2:8][N:9]2[C:14](=[O:15])[C:13]([CH2:16][C:17]3[CH:18]=[CH:19][C:20]([C:23]4[CH:28]=[CH:27][CH:26]=[CH:25][C:24]=4[C:29]4[NH:33][C:32](=[O:34])[O:31][N:30]=4)=[CH:21][CH:22]=3)=[C:12]([CH2:35][CH2:36][CH3:37])[N:11]3[N:38]=[C:39]([CH3:41])[N:40]=[C:10]23)[CH2:6][CH2:5][CH2:4][CH2:3][CH2:2]1. The yield is 0.260. (4) The reactants are [CH:1]([C:3]1[C:8]([N+:9]([O-:11])=[O:10])=[CH:7][CH:6]=[CH:5][C:4]=1[NH:12][CH:13]=O)=[O:2].[CH2:15]([NH2:20])[CH2:16][CH2:17][CH2:18][CH3:19]. The catalyst is CCO. The product is [OH:2][CH:1]1[C:3]2[C:4](=[CH:5][CH:6]=[CH:7][C:8]=2[N+:9]([O-:11])=[O:10])[N:12]=[CH:13][N:20]1[CH2:15][CH2:16][CH2:17][CH2:18][CH3:19]. The yield is 0.720. (5) The reactants are [CH3:1][N:2]1[C:6]([C:7]2[CH:8]=[C:9]([C:12]([NH:14][C@@H:15]([CH2:28][C:29]3[CH:34]=[CH:33][CH:32]=[C:31]([F:35])[CH:30]=3)[CH2:16][N:17]3[C:25](=[O:26])[C:24]4[C:19](=[CH:20][CH:21]=[CH:22][CH:23]=4)[C:18]3=[O:27])=[O:13])[S:10][CH:11]=2)=[C:5]([CH3:36])[N:4]=[N:3]1.C1C(=O)N([Cl:44])C(=O)C1.CCOC(C)=O. The catalyst is CN(C)C=O. The product is [Cl:44][C:11]1[S:10][C:9]([C:12]([NH:14][C@@H:15]([CH2:28][C:29]2[CH:34]=[CH:33][CH:32]=[C:31]([F:35])[CH:30]=2)[CH2:16][N:17]2[C:25](=[O:26])[C:24]3[C:19](=[CH:20][CH:21]=[CH:22][CH:23]=3)[C:18]2=[O:27])=[O:13])=[CH:8][C:7]=1[C:6]1[N:2]([CH3:1])[N:3]=[N:4][C:5]=1[CH3:36]. The yield is 0.280.